Dataset: Forward reaction prediction with 1.9M reactions from USPTO patents (1976-2016). Task: Predict the product of the given reaction. (1) Given the reactants [CH2:1]([C:3]1[CH:11]=[CH:10][C:6]([C:7]([OH:9])=O)=[CH:5][C:4]=1[O:12][CH3:13])[CH3:2].CN(C(ON1N=NC2C=CC=NC1=2)=[N+](C)C)C.F[P-](F)(F)(F)(F)F.[CH:38]1[N:46]2[C:41]([C:42]3([CH2:59][CH2:58][NH:57][CH2:56][CH2:55]3)[O:43][C:44]3[CH:50]=[C:49]([C:51]([O:53][CH3:54])=[O:52])[CH:48]=[CH:47][C:45]=32)=[CH:40][CH:39]=1.CCN(CC)CC, predict the reaction product. The product is: [CH2:1]([C:3]1[CH:11]=[CH:10][C:6]([C:7]([N:57]2[CH2:58][CH2:59][C:42]3([O:43][C:44]4[CH:50]=[C:49]([C:51]([O:53][CH3:54])=[O:52])[CH:48]=[CH:47][C:45]=4[N:46]4[CH:38]=[CH:39][CH:40]=[C:41]34)[CH2:55][CH2:56]2)=[O:9])=[CH:5][C:4]=1[O:12][CH3:13])[CH3:2]. (2) The product is: [Cl:1][C:2]1[CH:3]=[C:4]([NH:16][C:17]2[C:26]3[C:21](=[CH:22][CH:23]=[CH:24][C:25]=3[O:27][CH2:28][CH2:29][N:30]([CH2:31][CH2:32][CH3:33])[C:34](=[O:36])[CH3:35])[N:20]=[CH:19][N:18]=2)[CH:5]=[CH:6][C:7]=1[O:8][CH2:9][C:10]1[CH:15]=[CH:14][CH:13]=[CH:12][N:11]=1. Given the reactants [Cl:1][C:2]1[CH:3]=[C:4]([NH:16][C:17]2[C:26]3[C:21](=[CH:22][CH:23]=[CH:24][C:25]=3[O:27][CH2:28][CH2:29][NH:30][CH2:31][CH2:32][CH3:33])[N:20]=[CH:19][N:18]=2)[CH:5]=[CH:6][C:7]=1[O:8][CH2:9][C:10]1[CH:15]=[CH:14][CH:13]=[CH:12][N:11]=1.[C:34](Cl)(=[O:36])[CH3:35], predict the reaction product. (3) Given the reactants [Br:1][C:2]1[CH:3]=[N:4][C:5]([NH:8][C:9]2[CH:26]=[CH:25][C:12]([CH2:13][CH2:14][N:15]3[CH2:20][CH2:19][CH:18]([C:21]([O:23]C)=[O:22])[CH2:17][CH2:16]3)=[CH:11][CH:10]=2)=[N:6][CH:7]=1.[Li+].[OH-].Cl.[O-]S([O-])(=O)=O.[Na+].[Na+], predict the reaction product. The product is: [Br:1][C:2]1[CH:3]=[N:4][C:5]([NH:8][C:9]2[CH:26]=[CH:25][C:12]([CH2:13][CH2:14][N:15]3[CH2:20][CH2:19][CH:18]([C:21]([OH:23])=[O:22])[CH2:17][CH2:16]3)=[CH:11][CH:10]=2)=[N:6][CH:7]=1. (4) Given the reactants CCN(C(C)C)C(C)C.[Cl:10][C:11]1[CH:20]=[C:19]2[C:14]([C:15]([OH:29])=[C:16]([C:24](OCC)=[O:25])[C:17](=[O:23])[C:18]2([CH3:22])[CH3:21])=[CH:13][CH:12]=1.Cl.[C:31]([O:35][C:36](=[O:39])[CH2:37][NH2:38])([CH3:34])([CH3:33])[CH3:32], predict the reaction product. The product is: [Cl:10][C:11]1[CH:20]=[C:19]2[C:14]([C:15]([OH:29])=[C:16]([C:24]([NH:38][CH2:37][C:36]([O:35][C:31]([CH3:34])([CH3:33])[CH3:32])=[O:39])=[O:25])[C:17](=[O:23])[C:18]2([CH3:22])[CH3:21])=[CH:13][CH:12]=1. (5) The product is: [OH:6][CH2:7][C@@H:8]1[CH2:14][C@@H:13]2[C@@H:11]([CH2:12]2)[CH2:10][N:9]1[C:15]([O:17][C:18]([CH3:21])([CH3:20])[CH3:19])=[O:16]. Given the reactants CC([Si](C1C=CC=CC=1)(C1C=CC=CC=1)[O:6][CH2:7][C@@H:8]1[CH2:14][C@@H:13]2[C@@H:11]([CH2:12]2)[CH2:10][N:9]1[C:15]([O:17][C:18]([CH3:21])([CH3:20])[CH3:19])=[O:16])(C)C.CCCC[N+](CCCC)(CCCC)CCCC.[F-], predict the reaction product. (6) Given the reactants [CH3:1][C:2]1[N:7]=[CH:6][C:5]([OH:8])=[CH:4][CH:3]=1.F[C:10]1[CH:15]=[CH:14][CH:13]=[C:12]([N+:16]([O-:18])=[O:17])[CH:11]=1.C(=O)([O-])[O-].[K+].[K+].CN(C)C=O, predict the reaction product. The product is: [CH3:1][C:2]1[CH:3]=[CH:4][C:5]([O:8][C:10]2[CH:15]=[CH:14][CH:13]=[C:12]([N+:16]([O-:18])=[O:17])[CH:11]=2)=[CH:6][N:7]=1.